From a dataset of Full USPTO retrosynthesis dataset with 1.9M reactions from patents (1976-2016). Predict the reactants needed to synthesize the given product. (1) Given the product [ClH:52].[CH:46]1[C:38]2[C:39](=[CH:40][C:35]([C:34]3[N:53]=[N:54][NH:55][C:31]=3[CH2:4][CH:5]([CH2:15][C:16]3[CH:17]=[CH:18][CH:19]=[CH:20][CH:21]=3)[CH2:6][NH2:7])=[CH:36][CH:37]=2)[CH:42]=[CH:41][N:43]=1, predict the reactants needed to synthesize it. The reactants are: N([CH2:4][CH:5]([CH2:15][C:16]1[CH:21]=[CH:20][CH:19]=[CH:18][CH:17]=1)[CH2:6][NH:7]C(OC(C)(C)C)=O)=[N+]=[N-].C(OC(NC[CH:31]([CH2:34][C:35]1[CH:40]=[CH:39][CH:38]=[CH:37][CH:36]=1)CO)=O)(C)(C)C.[CH2:41]([N:43]([CH2:46]C)CC)[CH3:42].CS([Cl:52])(=O)=O.[N-:53]=[N+:54]=[N-:55].[Na+]. (2) Given the product [OH:1][C:2]1[CH:3]=[C:4]([C:5]2[NH:18][C:13]3[CH:14]=[CH:15][CH:16]=[CH:17][C:12]=3[N:19]=2)[CH:8]=[C:9]([OH:11])[CH:10]=1, predict the reactants needed to synthesize it. The reactants are: [OH:1][C:2]1[CH:3]=[C:4]([CH:8]=[C:9]([OH:11])[CH:10]=1)[C:5](O)=O.[C:12]1([NH2:19])[CH:17]=[CH:16][CH:15]=[CH:14][C:13]=1[NH2:18].[OH-].[Na+].C(=O)(O)[O-].[Na+].